Predict the product of the given reaction. From a dataset of Forward reaction prediction with 1.9M reactions from USPTO patents (1976-2016). Given the reactants [CH2:1]([N:3]1[C:7]2=[N:8][C:9]([CH:26]=[O:27])=[C:10]([CH2:19][CH2:20][C:21]([O:23][CH2:24][CH3:25])=[O:22])[C:11]([C:12]3[CH:13]=[N:14][CH:15]=[C:16]([CH3:18])[CH:17]=3)=[C:6]2[CH:5]=[N:4]1)[CH3:2].[CH3:28][Mg]Br, predict the reaction product. The product is: [CH2:1]([N:3]1[C:7]2=[N:8][C:9]([CH:26]([OH:27])[CH3:28])=[C:10]([CH2:19][CH2:20][C:21]([O:23][CH2:24][CH3:25])=[O:22])[C:11]([C:12]3[CH:13]=[N:14][CH:15]=[C:16]([CH3:18])[CH:17]=3)=[C:6]2[CH:5]=[N:4]1)[CH3:2].